This data is from Catalyst prediction with 721,799 reactions and 888 catalyst types from USPTO. The task is: Predict which catalyst facilitates the given reaction. (1) Reactant: CC1C=CC(S([N:11]2[C:19]3[C:14](=[CH:15][CH:16]=[CH:17][CH:18]=3)[C:13]([CH2:20][CH2:21][C:22]3[CH:23]=[N:24][CH:25]=[CH:26][CH:27]=3)=[CH:12]2)(=O)=O)=CC=1.[OH-].[K+]. Product: [N:24]1[CH:25]=[CH:26][CH:27]=[C:22]([CH2:21][CH2:20][C:13]2[C:14]3[C:19](=[CH:18][CH:17]=[CH:16][CH:15]=3)[NH:11][CH:12]=2)[CH:23]=1. The catalyst class is: 5. (2) Reactant: Cl[C:2]1[N:3]=[C:4]([N:11]2[CH2:16][CH2:15][CH2:14][CH2:13][CH2:12]2)[C:5]2[CH:10]=[CH:9][NH:8][C:6]=2[N:7]=1.[NH2:17][C:18]1[CH:23]=[CH:22][C:21]([N:24]2[CH2:29][CH2:28][N:27]([C:30](=[O:32])[CH3:31])[CH2:26][CH2:25]2)=[CH:20][CH:19]=1.C[Si](Cl)(C)C. Product: [N:24]1([C:21]2[CH:20]=[CH:19][C:18]([NH:17][C:2]3[N:3]=[C:4]([N:11]4[CH2:16][CH2:15][CH2:14][CH2:13][CH2:12]4)[C:5]4[CH:10]=[CH:9][NH:8][C:6]=4[N:7]=3)=[CH:23][CH:22]=2)[CH2:25][CH2:26][NH:27][CH2:28][CH2:29]1.[N:11]1([C:4]2[C:5]3[CH:10]=[CH:9][NH:8][C:6]=3[N:7]=[C:2]([NH:17][C:18]3[CH:19]=[CH:20][C:21]([N:24]4[CH2:25][CH2:26][N:27]([C:30](=[O:32])[CH3:31])[CH2:28][CH2:29]4)=[CH:22][CH:23]=3)[N:3]=2)[CH2:16][CH2:15][CH2:14][CH2:13][CH2:12]1. The catalyst class is: 114.